From a dataset of Forward reaction prediction with 1.9M reactions from USPTO patents (1976-2016). Predict the product of the given reaction. (1) Given the reactants [CH3:1][O:2][C:3]1[C:4]([CH3:41])=[C:5]([CH:38]=[CH:39][CH:40]=1)[O:6][C:7]1[C:16]2[C:15](=[O:17])[N:14]([CH2:18][C:19]3[CH:24]=[CH:23][C:22]([O:25][CH3:26])=[CH:21][CH:20]=3)C(=O)[N:12]([C:28]3[CH:33]=[CH:32][C:31]([I:34])=[CH:30][C:29]=3[F:35])[C:11]=2[N:10]([CH3:36])[C:9](=[O:37])[CH:8]=1.[OH-].[Li+].C(OCC)(=O)C, predict the reaction product. The product is: [CH3:1][O:2][C:3]1[C:4]([CH3:41])=[C:5]([CH:38]=[CH:39][CH:40]=1)[O:6][C:7]1[C:16]([C:15]([NH:14][CH2:18][C:19]2[CH:20]=[CH:21][C:22]([O:25][CH3:26])=[CH:23][CH:24]=2)=[O:17])=[C:11]([NH:12][C:28]2[CH:33]=[CH:32][C:31]([I:34])=[CH:30][C:29]=2[F:35])[N:10]([CH3:36])[C:9](=[O:37])[CH:8]=1. (2) Given the reactants Br[C:2]1[CH:7]=[CH:6][N:5]2[N:8]=[C:9]([CH:11]([CH3:13])[CH3:12])[N:10]=[C:4]2[CH:3]=1.[C:14](=[O:21])([O:16][C:17]([CH3:20])([CH3:19])[CH3:18])[NH2:15].C(=O)([O-])[O-].[Cs+].[Cs+], predict the reaction product. The product is: [CH:11]([C:9]1[N:10]=[C:4]2[CH:3]=[C:2]([NH:15][C:14](=[O:21])[O:16][C:17]([CH3:20])([CH3:19])[CH3:18])[CH:7]=[CH:6][N:5]2[N:8]=1)([CH3:13])[CH3:12].